Dataset: Reaction yield outcomes from USPTO patents with 853,638 reactions. Task: Predict the reaction yield, written as a fraction of the theoretical maximum amount of product (1.0 means a 100% yield; for example, 0.34 means a 34% yield). (1) The reactants are [CH3:1][O:2][C:3]1[CH:4]=[C:5]2[C:10](=[CH:11][C:12]=1[O:13][CH3:14])[N:9]=[CH:8][CH:7]=[C:6]2[O:15][C:16]1[CH:22]=[CH:21][C:19]([NH2:20])=[CH:18][CH:17]=1.C1(C)C=CC=CC=1.C(N(CC)CC)C.Cl[C:38](Cl)([O:40]C(=O)OC(Cl)(Cl)Cl)Cl.[CH3:49][O:50][C:51]1[CH:59]=[CH:58][C:54]([CH:55]([OH:57])[CH3:56])=[CH:53][CH:52]=1. The catalyst is C(Cl)Cl. The product is [CH3:1][O:2][C:3]1[CH:4]=[C:5]2[C:10](=[CH:11][C:12]=1[O:13][CH3:14])[N:9]=[CH:8][CH:7]=[C:6]2[O:15][C:16]1[CH:22]=[CH:21][C:19]([NH:20][C:38](=[O:40])[O:57][CH:55]([C:54]2[CH:58]=[CH:59][C:51]([O:50][CH3:49])=[CH:52][CH:53]=2)[CH3:56])=[CH:18][CH:17]=1. The yield is 0.590. (2) The reactants are [O:1]1[C:5]2[CH:6]=[CH:7][C:8]([CH2:10][C:11]#N)=[CH:9][C:4]=2[O:3][CH2:2]1.Br[CH2:14][CH2:15]Cl.[OH-:17].[Na+].[OH2:19]. The catalyst is [Cl-].C([N+](CC)(CC)CC)C1C=CC=CC=1. The product is [O:1]1[C:5]2[CH:6]=[CH:7][C:8]([C:10]3([C:11]([OH:19])=[O:17])[CH2:15][CH2:14]3)=[CH:9][C:4]=2[O:3][CH2:2]1. The yield is 0.800. (3) The reactants are Br[C:2]1[CH:3]=[CH:4][C:5]2[S:9][C:8]3[CH2:10][CH2:11][CH:12]([C:14]([O:16][CH2:17][CH3:18])=[O:15])[CH2:13][C:7]=3[C:6]=2[CH:19]=1.[C:20]([Cu])#[N:21]. The catalyst is CN1CCCC1=O. The product is [C:20]([C:2]1[CH:3]=[CH:4][C:5]2[S:9][C:8]3[CH2:10][CH2:11][CH:12]([C:14]([O:16][CH2:17][CH3:18])=[O:15])[CH2:13][C:7]=3[C:6]=2[CH:19]=1)#[N:21]. The yield is 0.880.